This data is from Reaction yield outcomes from USPTO patents with 853,638 reactions. The task is: Predict the reaction yield, written as a fraction of the theoretical maximum amount of product (1.0 means a 100% yield; for example, 0.34 means a 34% yield). (1) The yield is 1.00. The product is [Si:23]([O:1][CH2:2][C:3]([CH3:9])([CH3:8])[C:4]([O:6][CH3:7])=[O:5])([C:19]([CH3:22])([CH3:21])[CH3:20])([CH3:26])[CH3:25]. The catalyst is CN(C=O)C. The reactants are [OH:1][CH2:2][C:3]([CH3:9])([CH3:8])[C:4]([O:6][CH3:7])=[O:5].C(N(CC)C(C)C)(C)C.[C:19]([Si:23]([CH3:26])([CH3:25])Cl)([CH3:22])([CH3:21])[CH3:20]. (2) The reactants are [CH3:1][O:2][C:3]1[CH:8]=[C:7]([O:9][CH3:10])[N:6]=[C:5]([C:11](=[S:13])[NH2:12])[N:4]=1.Br[CH2:15][C:16](=O)[C:17]([F:20])([F:19])[F:18].CC[OH:24]. No catalyst specified. The product is [CH3:10][O:9][C:7]1([OH:24])[CH:8]=[C:3]([O:2][CH3:1])[N:4]=[C:5]([C:11]2[S:13][CH:15]=[C:16]([C:17]([F:20])([F:19])[F:18])[N:12]=2)[NH:6]1. The yield is 0.120.